From a dataset of Full USPTO retrosynthesis dataset with 1.9M reactions from patents (1976-2016). Predict the reactants needed to synthesize the given product. (1) Given the product [Si:1]([O:8][CH2:9][CH2:10][N:11]([CH:24]([CH3:26])[CH3:25])[C:12]([C:14]1[N:15]=[C:16]([N:19]2[CH2:22][CH:21]([O:23][S:28]([CH3:27])(=[O:30])=[O:29])[CH2:20]2)[S:17][CH:18]=1)=[O:13])([C:4]([CH3:7])([CH3:6])[CH3:5])([CH3:2])[CH3:3], predict the reactants needed to synthesize it. The reactants are: [Si:1]([O:8][CH2:9][CH2:10][N:11]([CH:24]([CH3:26])[CH3:25])[C:12]([C:14]1[N:15]=[C:16]([N:19]2[CH2:22][CH:21]([OH:23])[CH2:20]2)[S:17][CH:18]=1)=[O:13])([C:4]([CH3:7])([CH3:6])[CH3:5])([CH3:3])[CH3:2].[CH3:27][S:28](Cl)(=[O:30])=[O:29].C(N(CC)CC)C. (2) Given the product [NH2:14][C:12]([C:7]1[CH:8]=[N:9][C:10]2[C:5]([C:6]=1[NH:16][C:17]1[CH:18]=[C:19]([CH:23]=[CH:24][C:25]=1[O:26][CH3:27])[C:20]([OH:22])=[O:21])=[CH:4][CH:3]=[C:2]([Br:1])[CH:11]=2)=[O:13], predict the reactants needed to synthesize it. The reactants are: [Br:1][C:2]1[CH:11]=[C:10]2[C:5]([C:6](Cl)=[C:7]([C:12]([NH2:14])=[O:13])[CH:8]=[N:9]2)=[CH:4][CH:3]=1.[NH2:16][C:17]1[CH:18]=[C:19]([CH:23]=[CH:24][C:25]=1[O:26][CH3:27])[C:20]([OH:22])=[O:21]. (3) Given the product [C:31]([O:21][C@H:19]([CH3:20])[CH2:18][CH2:17][CH2:16][CH2:15][N:10]1[C:11](=[O:14])[C:12]2[NH:13][C:5]([NH:4][CH2:3][CH2:2][Cl:1])=[N:6][C:7]=2[N:8]([CH3:23])[C:9]1=[O:22])(=[O:33])[CH3:32], predict the reactants needed to synthesize it. The reactants are: [Cl:1][CH2:2][CH2:3][NH:4][C:5]1[NH:13][C:12]2[C:11](=[O:14])[N:10]([CH2:15][CH2:16][CH2:17][CH2:18][C@H:19]([OH:21])[CH3:20])[C:9](=[O:22])[N:8]([CH3:23])[C:7]=2[N:6]=1.C(N(CC)CC)C.[C:31](OC(=O)C)(=[O:33])[CH3:32]. (4) Given the product [CH3:1][C:2]1[N:3]=[C:4]([NH2:5])[S:9][C:10]=1[C:11]1[CH:16]=[CH:15][N:14]=[C:13]([S:17][CH3:18])[N:12]=1, predict the reactants needed to synthesize it. The reactants are: [CH3:1][C:2]1C=C(C)[N:5]=[C:4]([SH:9])[N:3]=1.[CH3:10][C:11]1[CH:16]=[CH:15][N:14]=[C:13]([S:17][CH3:18])[N:12]=1.